Dataset: Reaction yield outcomes from USPTO patents with 853,638 reactions. Task: Predict the reaction yield, written as a fraction of the theoretical maximum amount of product (1.0 means a 100% yield; for example, 0.34 means a 34% yield). (1) The reactants are [CH3:1][C:2]1[CH:11]=[CH:10][C:5]([C:6]([O:8][CH3:9])=[O:7])=[CH:4][N:3]=1.C1C(=O)N([Br:19])C(=O)C1.CC(N=NC(C#N)(C)C)(C#N)C. The catalyst is C(Cl)(Cl)(Cl)Cl. The product is [Br:19][CH2:1][C:2]1[CH:11]=[CH:10][C:5]([C:6]([O:8][CH3:9])=[O:7])=[CH:4][N:3]=1. The yield is 0.222. (2) The reactants are [O:1]1[CH2:6][CH2:5][CH:4]([CH:7]2[C:16]3[C:11](=[CH:12][CH:13]=[CH:14][CH:15]=3)[N:10]([CH2:17][CH2:18][NH2:19])[CH2:9][CH2:8]2)[CH2:3][CH2:2]1.C=O.[C:22](O)(C(F)(F)F)=O. The catalyst is C(O)C. The product is [O:1]1[CH2:6][CH2:5][CH:4]([CH:7]2[C:16]3[C:11]4=[C:12]([CH2:22][NH:19][CH2:18][CH2:17][N:10]4[CH2:9][CH2:8]2)[CH:13]=[CH:14][CH:15]=3)[CH2:3][CH2:2]1. The yield is 0.150. (3) The product is [C:20]([O:19][C:17]([N:14]1[CH2:15][CH2:16][CH:11]([N:9]2[CH:10]=[C:6]([C:4]([OH:5])=[O:3])[CH:7]=[N:8]2)[CH2:12][CH2:13]1)=[O:18])([CH3:23])([CH3:21])[CH3:22]. The yield is 0.820. The reactants are C([O:3][C:4]([C:6]1[CH:7]=[N:8][N:9]([CH:11]2[CH2:16][CH2:15][N:14]([C:17]([O:19][C:20]([CH3:23])([CH3:22])[CH3:21])=[O:18])[CH2:13][CH2:12]2)[CH:10]=1)=[O:5])C.[OH-].[K+]. The catalyst is CO.O. (4) The reactants are [F:1][C:2]1[CH:7]=[C:6]([N+:8]([O-:10])=[O:9])[CH:5]=[CH:4][C:3]=1[NH2:11].[Br:12]Br.C([O-])(O)=O.[Na+]. The catalyst is CC(O)=O. The product is [Br:12][C:4]1[CH:5]=[C:6]([N+:8]([O-:10])=[O:9])[CH:7]=[C:2]([F:1])[C:3]=1[NH2:11]. The yield is 0.970. (5) The reactants are [Br:1][C:2]1[NH:6][CH:5]=[C:4]([C:7]([O:9][CH3:10])=[O:8])[CH:3]=1.[H-].[Na+].C1OCCOCCOCCOCCOC1.[CH3:28][S:29]([C:32]1[CH:33]=[C:34]([S:38](Cl)(=[O:40])=[O:39])[CH:35]=[CH:36][CH:37]=1)(=[O:31])=[O:30]. No catalyst specified. The product is [Br:1][C:2]1[N:6]([S:38]([C:34]2[CH:35]=[CH:36][CH:37]=[C:32]([S:29]([CH3:28])(=[O:31])=[O:30])[CH:33]=2)(=[O:40])=[O:39])[CH:5]=[C:4]([C:7]([O:9][CH3:10])=[O:8])[CH:3]=1. The yield is 0.920. (6) The reactants are [CH3:1][C:2]1([CH3:23])[CH2:11][C:10]2[C:5](=[CH:6][CH:7]=[C:8]([C:12]#[N:13])[CH:9]=2)[NH:4][CH:3]1[C:14]1[CH:19]=[CH:18][CH:17]=[C:16]([N+:20]([O-])=O)[CH:15]=1. The catalyst is C(O)C.Cl.[Fe]. The product is [NH2:20][C:16]1[CH:15]=[C:14]([CH:3]2[C:2]([CH3:1])([CH3:23])[CH2:11][C:10]3[C:5](=[CH:6][CH:7]=[C:8]([C:12]#[N:13])[CH:9]=3)[NH:4]2)[CH:19]=[CH:18][CH:17]=1. The yield is 0.250. (7) The reactants are [CH:1]([C:3]1[CH:4]=[CH:5][C:6]([O:15][CH2:16][CH2:17][CH3:18])=[C:7]([CH:14]=1)[C:8]([O:10]CCC)=[O:9])=[O:2].[OH-].[Na+].Cl. The catalyst is O1CCCC1.CO.O. The product is [CH:1]([C:3]1[CH:4]=[CH:5][C:6]([O:15][CH2:16][CH2:17][CH3:18])=[C:7]([CH:14]=1)[C:8]([OH:10])=[O:9])=[O:2]. The yield is 0.950. (8) The reactants are [CH2:1]([N:8]1[CH:16]=[C:15]2[C:10]([CH:11]=[C:12]([C:17]3[CH:18]=[CH:19][N:20]4[C:25]=3[C:24]([NH2:26])=[N:23][C:22]([CH3:27])=[N:21]4)[CH:13]=[CH:14]2)=[N:9]1)[C:2]1[CH:7]=[CH:6][CH:5]=[CH:4][CH:3]=1.[Br:28]N1C(C)(C)C(=O)N(Br)C1=O. The catalyst is ClCCl. The product is [CH2:1]([N:8]1[CH:16]=[C:15]2[C:10]([CH:11]=[C:12]([C:17]3[CH:18]=[C:19]([Br:28])[N:20]4[C:25]=3[C:24]([NH2:26])=[N:23][C:22]([CH3:27])=[N:21]4)[CH:13]=[CH:14]2)=[N:9]1)[C:2]1[CH:7]=[CH:6][CH:5]=[CH:4][CH:3]=1. The yield is 0.930. (9) The reactants are [CH3:1][O:2][C:3]1[N:7]=[C:6]([NH2:8])[S:5][N:4]=1.[C:9](Cl)(=[O:17])[O:10][C:11]1[CH:16]=[CH:15][CH:14]=[CH:13][CH:12]=1.C(N(CC)CC)C.O. The catalyst is ClCCl. The product is [C:11]1([O:10][C:9](=[O:17])[NH:8][C:6]2[S:5][N:4]=[C:3]([O:2][CH3:1])[N:7]=2)[CH:16]=[CH:15][CH:14]=[CH:13][CH:12]=1. The yield is 0.208. (10) The catalyst is [Pd].C(O)(C)C. The product is [F:10][C:11]([F:22])([F:21])[C:12]1[CH:17]=[CH:16][C:15]([C:2]2[CH:9]=[CH:8][C:5]([CH:6]=[O:7])=[CH:4][CH:3]=2)=[CH:14][CH:13]=1. The yield is 0.850. The reactants are Br[C:2]1[CH:9]=[CH:8][C:5]([CH:6]=[O:7])=[CH:4][CH:3]=1.[F:10][C:11]([F:22])([F:21])[C:12]1[CH:17]=[CH:16][C:15](B(O)O)=[CH:14][CH:13]=1.C(=O)([O-])[O-].[Na+].[Na+].O.